From a dataset of Catalyst prediction with 721,799 reactions and 888 catalyst types from USPTO. Predict which catalyst facilitates the given reaction. (1) Reactant: Br[C:2]1[C:3]([N:18]2[CH:22]=[CH:21][C:20]([C:23]([F:26])([F:25])[F:24])=[N:19]2)=[N:4][C:5]([NH:8][C:9]2[CH:14]=[C:13]([CH3:15])[CH:12]=[C:11]([O:16][CH3:17])[CH:10]=2)=[N:6][CH:7]=1.[CH3:27][N:28]1[CH:33]=[C:32](B2OC(C)(C)C(C)(C)O2)[CH:31]=[C:30]([C:43]([O:45][CH3:46])=[O:44])[C:29]1=[O:47].COC(C1C(=O)N(C)C=C(B(O)O)C=1)=O.C(Cl)Cl.C(=O)([O-])[O-].[Na+].[Na+]. Product: [CH3:17][O:16][C:11]1[CH:10]=[C:9]([NH:8][C:5]2[N:4]=[C:3]([N:18]3[CH:22]=[CH:21][C:20]([C:23]([F:26])([F:25])[F:24])=[N:19]3)[C:2]([C:32]3[CH:31]=[C:30]([C:43]([O:45][CH3:46])=[O:44])[C:29](=[O:47])[N:28]([CH3:27])[CH:33]=3)=[CH:7][N:6]=2)[CH:14]=[C:13]([CH3:15])[CH:12]=1. The catalyst class is: 647. (2) Reactant: [C:1]([C:5]1[CH:10]=[CH:9][C:8]([S:11](Cl)(=[O:13])=[O:12])=[CH:7][CH:6]=1)([CH3:4])([CH3:3])[CH3:2].[F:15][CH2:16][C:17]1[CH:21]=[C:20]([NH2:22])[N:19]([C:23]2[CH:32]=[CH:31][CH:30]=[C:29]3[C:24]=2[CH:25]=[CH:26][CH:27]=[N:28]3)[N:18]=1.[OH-].[Li+].[OH-].[Na+].Cl. Product: [C:1]([C:5]1[CH:10]=[CH:9][C:8]([S:11]([NH:22][C:20]2[N:19]([C:23]3[CH:32]=[CH:31][CH:30]=[C:29]4[C:24]=3[CH:25]=[CH:26][CH:27]=[N:28]4)[N:18]=[C:17]([CH2:16][F:15])[CH:21]=2)(=[O:13])=[O:12])=[CH:7][CH:6]=1)([CH3:4])([CH3:3])[CH3:2]. The catalyst class is: 377. (3) Reactant: [F:1][C:2]1[CH:7]=[C:6]([F:8])[CH:5]=[CH:4][C:3]=1[CH2:9][CH2:10][C:11]1[CH:16]=[CH:15][C:14]([S:17]([C:20]2[CH:25]=[CH:24][CH:23]=[CH:22][C:21]=2F)(=[O:19])=[O:18])=[CH:13][CH:12]=1.C(=O)([O-])[O-].[K+].[K+].[NH:33]1[CH:37]=[CH:36][N:35]=[CH:34]1. Product: [F:1][C:2]1[CH:7]=[C:6]([F:8])[CH:5]=[CH:4][C:3]=1[CH2:9][CH2:10][C:11]1[CH:16]=[CH:15][C:14]([S:17]([C:20]2[CH:25]=[CH:24][CH:23]=[CH:22][C:21]=2[N:33]2[CH:37]=[CH:36][N:35]=[CH:34]2)(=[O:18])=[O:19])=[CH:13][CH:12]=1. The catalyst class is: 148. (4) Reactant: [C:1]([N:4]1[CH2:9][CH2:8][C:7]2[N:10](C3CCOCC3)[N:11]=[C:12]([N:13]3[C:22]4[C:17](=[CH:18][C:19](Br)=[C:20]([C:23]#N)[CH:21]=4)CCC3)[C:6]=2[CH2:5]1)(=[O:3])[CH3:2].C([O-])([O-])=O.[Cs+].[Cs+].Cl[CH2:39][CH2:40][O:41][CH3:42]. Product: [CH3:42][O:41][CH2:40][CH2:39][N:10]1[C:7]2[CH2:8][CH2:9][N:4]([C:1](=[O:3])[CH3:2])[CH2:5][C:6]=2[C:12]([NH:13][C:22]2[CH:21]=[C:20]([CH3:23])[CH:19]=[CH:18][CH:17]=2)=[N:11]1. The catalyst class is: 3. (5) Reactant: [C:1]([C:3]1[CH:32]=[CH:31][C:6]([C:7]([NH:9][NH:10][C:11](=[O:30])[C@H:12]([NH:16][C:17]2[CH:22]=[CH:21][C:20]([C:23]#[N:24])=[C:19]([C:25]([F:28])([F:27])[F:26])[C:18]=2[CH3:29])[C@H:13]([OH:15])[CH3:14])=[O:8])=[CH:5][CH:4]=1)#[N:2].[CH3:33][C:34]([Si:37](Cl)([CH3:39])[CH3:38])([CH3:36])[CH3:35].N1C=CN=C1. Product: [Si:37]([O:15][C@H:13]([CH3:14])[C@@H:12]([NH:16][C:17]1[CH:22]=[CH:21][C:20]([C:23]#[N:24])=[C:19]([C:25]([F:28])([F:27])[F:26])[C:18]=1[CH3:29])[C:11]([NH:10][NH:9][C:7](=[O:8])[C:6]1[CH:5]=[CH:4][C:3]([C:1]#[N:2])=[CH:32][CH:31]=1)=[O:30])([C:34]([CH3:36])([CH3:35])[CH3:33])([CH3:39])[CH3:38]. The catalyst class is: 3. (6) Reactant: [OH:1][C@@H:2]1[CH2:5][C@H:4]([C:6]([O:8][CH3:9])=[O:7])[CH2:3]1.N1C=CN=C1.[Si:15](Cl)([C:18]([CH3:21])([CH3:20])[CH3:19])([CH3:17])[CH3:16]. Product: [Si:15]([O:1][C@@H:2]1[CH2:5][C@H:4]([C:6]([O:8][CH3:9])=[O:7])[CH2:3]1)([C:18]([CH3:21])([CH3:20])[CH3:19])([CH3:17])[CH3:16]. The catalyst class is: 79.